This data is from Full USPTO retrosynthesis dataset with 1.9M reactions from patents (1976-2016). The task is: Predict the reactants needed to synthesize the given product. (1) Given the product [Cl:1][C:2]1[CH:22]=[CH:21][CH:20]=[C:19]([CH:23]2[CH2:25][CH2:24]2)[C:3]=1[C:4]([N:6]1[C:14]2[C:9](=[CH:10][CH:11]=[C:12]([C:15]([N:31]3[CH2:32][CH:29]([O:28][CH3:27])[CH2:30]3)=[O:17])[CH:13]=2)[C:8]([I:18])=[N:7]1)=[O:5], predict the reactants needed to synthesize it. The reactants are: [Cl:1][C:2]1[CH:22]=[CH:21][CH:20]=[C:19]([CH:23]2[CH2:25][CH2:24]2)[C:3]=1[C:4]([N:6]1[C:14]2[C:9](=[CH:10][CH:11]=[C:12]([C:15]([OH:17])=O)[CH:13]=2)[C:8]([I:18])=[N:7]1)=[O:5].Cl.[CH3:27][O:28][CH:29]1[CH2:32][NH:31][CH2:30]1.CN(C(ON1N=NC2C=CC=NC1=2)=[N+](C)C)C.F[P-](F)(F)(F)(F)F.CCN(C(C)C)C(C)C. (2) The reactants are: O[C:2]([CH:4]([C:6]1[CH:19]=[CH:18][CH:17]=[C:8]([C:9]([C:11]2[CH:16]=[CH:15][CH:14]=[CH:13][CH:12]=2)=[O:10])[CH:7]=1)[CH3:5])=O.CC#N.[C:23]([O:27][CH3:28])(=[O:26])[CH:24]=C. Given the product [C:9]([C:8]1[CH:7]=[C:6]([CH:4]([CH3:5])[CH2:2][CH2:24][C:23]([O:27][CH3:28])=[O:26])[CH:19]=[CH:18][CH:17]=1)(=[O:10])[C:11]1[CH:16]=[CH:15][CH:14]=[CH:13][CH:12]=1, predict the reactants needed to synthesize it. (3) Given the product [C:5]([O:9][C:10]([N:12]1[CH2:16][CH2:15][CH:14]([C:17]2[CH:22]=[CH:21][C:20]([S:23]([C:26]3[CH:31]=[CH:30][CH:29]=[C:28]([S:3][CH2:1][CH3:2])[CH:27]=3)(=[O:25])=[O:24])=[CH:19][C:18]=2[O:33][CH3:34])[CH2:13]1)=[O:11])([CH3:8])([CH3:7])[CH3:6].[C:5]([O:9][C:10]([N:12]1[CH2:16][CH2:15][CH:14]([C:17]2[CH:22]=[CH:21][C:20]([S:23]([C:26]3[CH:31]=[CH:30][CH:29]=[C:28]([S:3][CH2:1][CH3:2])[CH:27]=3)(=[O:24])=[O:25])=[CH:19][C:18]=2[OH:33])[CH2:13]1)=[O:11])([CH3:6])([CH3:8])[CH3:7], predict the reactants needed to synthesize it. The reactants are: [CH2:1]([S-:3])[CH3:2].[Na+].[C:5]([O:9][C:10]([N:12]1[CH2:16][CH2:15][CH:14]([C:17]2[CH:22]=[CH:21][C:20]([S:23]([C:26]3[CH:31]=[CH:30][CH:29]=[C:28](Cl)[CH:27]=3)(=[O:25])=[O:24])=[CH:19][C:18]=2[O:33][CH3:34])[CH2:13]1)=[O:11])([CH3:8])([CH3:7])[CH3:6].O. (4) Given the product [ClH:32].[O:27]1[C:26]2[CH:25]=[CH:24][CH:23]=[C:22]([CH:19]3[CH2:20][CH2:21][N:16]([CH2:15][CH2:14][C@H:11]4[CH2:10][CH2:9][C@H:8]([NH2:7])[CH2:13][CH2:12]4)[CH2:17][CH2:18]3)[C:30]=2[O:29][CH2:28]1, predict the reactants needed to synthesize it. The reactants are: C(OC(=O)[NH:7][C@H:8]1[CH2:13][CH2:12][C@H:11]([CH2:14][CH2:15][N:16]2[CH2:21][CH2:20][CH:19]([C:22]3[C:30]4[O:29][CH2:28][O:27][C:26]=4[CH:25]=[CH:24][CH:23]=3)[CH2:18][CH2:17]2)[CH2:10][CH2:9]1)(C)(C)C.[ClH:32]. (5) Given the product [F:17][C:13]1[CH:12]=[C:11]([CH:16]=[CH:15][CH:14]=1)[CH2:10][N:1]1[CH:6]=[CH:5][C:4]([O:7][CH2:10][C:11]2[CH:16]=[CH:15][CH:14]=[C:13]([F:17])[CH:12]=2)=[CH:3][C:2]1=[O:8], predict the reactants needed to synthesize it. The reactants are: [N:1]1[CH:6]=[CH:5][C:4]([OH:7])=[CH:3][C:2]=1[OH:8].Br[CH2:10][C:11]1[CH:16]=[CH:15][CH:14]=[C:13]([F:17])[CH:12]=1. (6) Given the product [F:33][CH:23]([F:22])[CH2:24][O:25][C:26]1[CH:27]=[CH:28][N:29]=[C:30]([O:1][C@H:2]2[CH2:7][N:6]([C:8]([O:10][C:11]([CH3:14])([CH3:13])[CH3:12])=[O:9])[C@H:5]([CH3:15])[CH2:4][CH2:3]2)[CH:31]=1, predict the reactants needed to synthesize it. The reactants are: [OH:1][C@H:2]1[CH2:7][N:6]([C:8]([O:10][C:11]([CH3:14])([CH3:13])[CH3:12])=[O:9])[C@H:5]([CH3:15])[CH2:4][CH2:3]1.CC([O-])(C)C.[K+].[F:22][CH:23]([F:33])[CH2:24][O:25][C:26]1[CH:31]=[CH:30][N:29]=[C:28](F)[CH:27]=1.